From a dataset of Full USPTO retrosynthesis dataset with 1.9M reactions from patents (1976-2016). Predict the reactants needed to synthesize the given product. (1) Given the product [CH3:15][O:16][C:17]1[CH:22]=[C:21]([C:2]2[CH:14]=[CH:13][C:5]3[NH:6][C:7](=[O:12])[O:8][C:9]([CH3:11])([CH3:10])[C:4]=3[CH:3]=2)[CH:20]=[CH:19][CH:18]=1, predict the reactants needed to synthesize it. The reactants are: Br[C:2]1[CH:14]=[CH:13][C:5]2[NH:6][C:7](=[O:12])[O:8][C:9]([CH3:11])([CH3:10])[C:4]=2[CH:3]=1.[CH3:15][O:16][C:17]1[CH:18]=[C:19](B(O)O)[CH:20]=[CH:21][CH:22]=1. (2) The reactants are: [F:1][C:2]1[CH:7]=[CH:6][C:5](I)=[CH:4][C:3]=1[C@:9]1([CH2:20][F:21])[CH2:14][C@@H:13]([C:15]([F:18])([F:17])[F:16])[O:12][C:11]([NH2:19])=[N:10]1.[C:22]([C:24]1[CH:31]=[CH:30][C:27]([C:28]#[N:29])=[CH:26][CH:25]=1)#[CH:23]. Given the product [NH2:19][C:11]1[O:12][C@H:13]([C:15]([F:18])([F:17])[F:16])[CH2:14][C@:9]([C:3]2[CH:4]=[C:5]([C:23]#[C:22][C:24]3[CH:31]=[CH:30][C:27]([C:28]#[N:29])=[CH:26][CH:25]=3)[CH:6]=[CH:7][C:2]=2[F:1])([CH2:20][F:21])[N:10]=1, predict the reactants needed to synthesize it. (3) The reactants are: C(OC([N:8](C(OC(C)(C)C)=O)[CH2:9][C:10](=[O:20])[CH2:11][CH2:12][CH2:13][CH2:14][CH2:15][C:16]([O:18][CH3:19])=[O:17])=O)(C)(C)C.Cl. Given the product [NH2:8][CH2:9][C:10](=[O:20])[CH2:11][CH2:12][CH2:13][CH2:14][CH2:15][C:16]([O:18][CH3:19])=[O:17], predict the reactants needed to synthesize it. (4) The reactants are: C1(P(C2C=CC=CC=2)C2C3OC4C(=CC=CC=4P(C4C=CC=CC=4)C4C=CC=CC=4)C(C)(C)C=3C=CC=2)C=CC=CC=1.[CH3:43][O:44][C:45]1[CH:50]=[CH:49][C:48]([SH:51])=[CH:47][CH:46]=1.CCN(C(C)C)C(C)C.[C:61]([O:65][C:66]([N:68]1[CH2:72][CH2:71][CH:70]([C:73]2[CH:78]=[CH:77][C:76](Br)=[CH:75][C:74]=2[CH3:80])[CH2:69]1)=[O:67])([CH3:64])([CH3:63])[CH3:62].OS([O-])(=O)=O.[K+].[O-]S([O-])(=O)=O.[Na+].[Na+]. Given the product [C:61]([O:65][C:66]([N:68]1[CH2:72][CH2:71][CH:70]([C:73]2[CH:78]=[CH:77][C:76]([S:51][C:48]3[CH:49]=[CH:50][C:45]([O:44][CH3:43])=[CH:46][CH:47]=3)=[CH:75][C:74]=2[CH3:80])[CH2:69]1)=[O:67])([CH3:64])([CH3:63])[CH3:62], predict the reactants needed to synthesize it. (5) Given the product [Cl:1][C:2]1[CH:10]=[CH:9][CH:8]=[C:7]2[C:3]=1[C:4]([C:16]([NH:20][CH2:21][C:22]1([OH:30])[CH2:23][CH2:24][C:25]([F:29])([F:28])[CH2:26][CH2:27]1)=[O:18])=[CH:5][N:6]2[CH:11]1[CH2:15][CH2:14][CH2:13][O:12]1, predict the reactants needed to synthesize it. The reactants are: [Cl:1][C:2]1[CH:10]=[CH:9][CH:8]=[C:7]2[C:3]=1[C:4]([C:16]([OH:18])=O)=[CH:5][N:6]2[CH:11]1[CH2:15][CH2:14][CH2:13][O:12]1.Cl.[NH2:20][CH2:21][C:22]1([OH:30])[CH2:27][CH2:26][C:25]([F:29])([F:28])[CH2:24][CH2:23]1.C(Cl)CCl.N1(O)C2C=CC=CC=2N=N1.C(N(C(C)C)C(C)C)C. (6) Given the product [Cl:1][C:2]1[C:6]([Cl:7])=[C:5]([CH3:8])[NH:4][C:3]=1[C:9]([NH:11][CH:12]1[CH2:15][N:14]([C:16]2[S:17][C:18]([C:21]([OH:23])=[O:22])=[CH:19][N:20]=2)[CH2:13]1)=[O:10], predict the reactants needed to synthesize it. The reactants are: [Cl:1][C:2]1[C:6]([Cl:7])=[C:5]([CH3:8])[NH:4][C:3]=1[C:9]([NH:11][CH:12]1[CH2:15][N:14]([C:16]2[S:17][C:18]([C:21]([O:23]C)=[O:22])=[CH:19][N:20]=2)[CH2:13]1)=[O:10].[OH-].[Li+]. (7) Given the product [Br:1][C:2]1[C:10]([O:11][S:23]([C:22]([F:35])([F:34])[F:21])(=[O:25])=[O:24])=[CH:9][CH:8]=[C:7]2[C:3]=1[CH2:4][CH2:5][C:6]2=[O:12], predict the reactants needed to synthesize it. The reactants are: [Br:1][C:2]1[C:10]([OH:11])=[CH:9][CH:8]=[C:7]2[C:3]=1[CH2:4][CH2:5][C:6]2=[O:12].N1C(C)=CC=CC=1C.[F:21][C:22]([F:35])([F:34])[S:23](O[S:23]([C:22]([F:35])([F:34])[F:21])(=[O:25])=[O:24])(=[O:25])=[O:24].